From a dataset of Reaction yield outcomes from USPTO patents with 853,638 reactions. Predict the reaction yield, written as a fraction of the theoretical maximum amount of product (1.0 means a 100% yield; for example, 0.34 means a 34% yield). (1) The reactants are [N:1]1[CH:6]=[CH:5][CH:4]=[CH:3][C:2]=1[CH:7]=O.Cl.[NH2:10][OH:11].[OH-].[Na+].Cl. The catalyst is C(O)C.O. The product is [N:1]1[CH:6]=[CH:5][CH:4]=[CH:3][C:2]=1/[CH:7]=[N:10]\[OH:11]. The yield is 0.780. (2) The reactants are [Cl:1][C:2]1[N:7]=[C:6]([NH:8][C:9]2[CH:10]=[N:11][C:12]([O:15][CH3:16])=[CH:13][CH:14]=2)[C:5](I)=[CH:4][N:3]=1.[CH3:18][C:19]1[N:24]=[C:23]([S:25][CH3:26])[N:22]=[C:21]([Sn](CCCC)(CCCC)CCCC)[N:20]=1.[F-].[Cs+].O1CCOCC1. The catalyst is O.[Cu]I.C1C=CC([P]([Pd]([P](C2C=CC=CC=2)(C2C=CC=CC=2)C2C=CC=CC=2)([P](C2C=CC=CC=2)(C2C=CC=CC=2)C2C=CC=CC=2)[P](C2C=CC=CC=2)(C2C=CC=CC=2)C2C=CC=CC=2)(C2C=CC=CC=2)C2C=CC=CC=2)=CC=1. The product is [Cl:1][C:2]1[N:7]=[C:6]([NH:8][C:9]2[CH:10]=[N:11][C:12]([O:15][CH3:16])=[CH:13][CH:14]=2)[C:5]([C:21]2[N:20]=[C:19]([CH3:18])[N:24]=[C:23]([S:25][CH3:26])[N:22]=2)=[CH:4][N:3]=1. The yield is 0.464.